From a dataset of Forward reaction prediction with 1.9M reactions from USPTO patents (1976-2016). Predict the product of the given reaction. (1) Given the reactants [C:1]([O:5][N:6]=[C:7]1[C:16]2[C:11](=[CH:12][C:13](Br)=[CH:14][CH:15]=2)[O:10][C:9]([C:18]2[N:19]=[CH:20][C:21]3[C:26]([CH:27]=2)=[CH:25][CH:24]=[CH:23][CH:22]=3)=[CH:8]1)([CH3:4])([CH3:3])[CH3:2].[F-].[Cs+].[CH:30](/B(O)O)=[CH:31]\[C:32]1[CH:37]=[CH:36][CH:35]=[CH:34][CH:33]=1, predict the reaction product. The product is: [C:1]([O:5][N:6]=[C:7]1[C:16]2[C:11](=[CH:12][C:13](/[CH:30]=[CH:31]/[C:32]3[CH:37]=[CH:36][CH:35]=[CH:34][CH:33]=3)=[CH:14][CH:15]=2)[O:10][C:9]([C:18]2[N:19]=[CH:20][C:21]3[C:26]([CH:27]=2)=[CH:25][CH:24]=[CH:23][CH:22]=3)=[CH:8]1)([CH3:4])([CH3:3])[CH3:2]. (2) The product is: [F:1][C:2]1[CH:3]=[C:4]([C:9]#[C:10][CH:11]=[C:12]2[CH2:13][CH2:14][NH:15][CH2:16][CH2:17]2)[CH:5]=[C:6]([F:8])[CH:7]=1. Given the reactants [F:1][C:2]1[CH:3]=[C:4]([C:9]#[C:10][CH:11]=[C:12]2[CH2:17][CH2:16][N:15](C(OC(C)(C)C)=O)[CH2:14][CH2:13]2)[CH:5]=[C:6]([F:8])[CH:7]=1.FC(F)(F)C(O)=O.O.[OH-].[Na+], predict the reaction product. (3) Given the reactants Cl.[CH:2]1[C:12]2[CH:11]=[CH:10][C:9]3[CH:13]=[CH:14][CH:15]=[CH:16][C:8]=3[C:7](=[C:17]3[CH2:22][CH2:21][N:20](C(N)C=O)[CH2:19][CH2:18]3)[C:6]=2[CH:5]=[CH:4][CH:3]=1.[CH2:27]([N:29](CC)CC)[CH3:28].Cl[C:35]([O:37][CH2:38][CH3:39])=[O:36].C(=O)([O-])[OH:41].[Na+], predict the reaction product. The product is: [CH:13]1[C:9]2[CH:10]=[CH:11][C:12]3[CH:2]=[CH:3][CH:4]=[CH:5][C:6]=3[C:7](=[C:17]3[CH2:22][CH2:21][N:20]([C:28](=[O:41])[CH2:27][NH:29][C:35](=[O:36])[O:37][CH2:38][CH3:39])[CH2:19][CH2:18]3)[C:8]=2[CH:16]=[CH:15][CH:14]=1. (4) Given the reactants [C:1]([C:3]1[CH:8]=[CH:7][C:6]([C:9]2[N:13]3[CH:14]=[C:15]([C:18]4[CH:39]=[CH:38][C:21]([C:22]([N:24]5[CH2:29][CH2:28][CH:27]([NH:30]C(=O)OC(C)(C)C)[CH2:26][CH2:25]5)=[O:23])=[CH:20][CH:19]=4)[N:16]=[CH:17][C:12]3=[N:11][CH:10]=2)=[CH:5][CH:4]=1)#[N:2].[ClH:40].O1CCOCC1, predict the reaction product. The product is: [ClH:40].[NH2:30][CH:27]1[CH2:26][CH2:25][N:24]([C:22]([C:21]2[CH:20]=[CH:19][C:18]([C:15]3[N:16]=[CH:17][C:12]4[N:13]([C:9]([C:6]5[CH:7]=[CH:8][C:3]([C:1]#[N:2])=[CH:4][CH:5]=5)=[CH:10][N:11]=4)[CH:14]=3)=[CH:39][CH:38]=2)=[O:23])[CH2:29][CH2:28]1. (5) Given the reactants FC(F)(F)S(O[C:7]1[CH:20]=[C:19]2[C:10]([O:11][C:12]3[C:13]([F:32])=[CH:14][C:15]([C:26]4[CH2:27][CH2:28][O:29][CH2:30][CH:31]=4)=[CH:16][C:17]=3[C:18]32[CH2:24][O:23][C:22]([NH2:25])=[N:21]3)=[CH:9][CH:8]=1)(=O)=O.[N:35]1[CH:40]=[CH:39][CH:38]=[C:37](B(O)O)[CH:36]=1.C(=O)([O-])[O-].[K+].[K+], predict the reaction product. The product is: [O:29]1[CH2:30][CH:31]=[C:26]([C:15]2[CH:14]=[C:13]([F:32])[C:12]3[O:11][C:10]4[C:19](=[CH:20][C:7]([C:37]5[CH:36]=[N:35][CH:40]=[CH:39][CH:38]=5)=[CH:8][CH:9]=4)[C@:18]4([CH2:24][O:23][C:22]([NH2:25])=[N:21]4)[C:17]=3[CH:16]=2)[CH2:27][CH2:28]1. (6) Given the reactants [NH:1]1[CH:5]=[C:4]([CH2:6][N:7]2[C:13]3[CH:14]=[CH:15][C:16]([C:18]#[N:19])=[CH:17][C:12]=3[CH2:11][N:10]([S:20]([C:23]3[S:24][CH:25]=[CH:26][CH:27]=3)(=[O:22])=[O:21])[C@H:9]([CH2:28][C:29]3[CH:34]=[CH:33][CH:32]=[CH:31][CH:30]=3)[CH2:8]2)[N:3]=[CH:2]1.[CH3:35][S:36]([OH:39])(=[O:38])=[O:37], predict the reaction product. The product is: [S:36]([OH:39])(=[O:38])(=[O:37])[CH3:35].[NH:1]1[CH:5]=[C:4]([CH2:6][N:7]2[C:13]3[CH:14]=[CH:15][C:16]([C:18]#[N:19])=[CH:17][C:12]=3[CH2:11][N:10]([S:20]([C:23]3[S:24][CH:25]=[CH:26][CH:27]=3)(=[O:21])=[O:22])[C@H:9]([CH2:28][C:29]3[CH:30]=[CH:31][CH:32]=[CH:33][CH:34]=3)[CH2:8]2)[N:3]=[CH:2]1. (7) The product is: [CH3:13][O:12][C:14]1[CH:19]=[CH:18][C:17]([C:2]2[NH:10][C:5]3[C:4]([CH:3]=2)=[CH:9][CH:8]=[CH:7][CH:6]=3)=[CH:16][CH:15]=1. Given the reactants Br[C:2](Br)=[CH:3][C:4]1[CH:9]=[CH:8][CH:7]=[CH:6][C:5]=1[NH2:10].[O:12]([C:14]1[CH:19]=[CH:18][C:17](B(O)O)=[CH:16][CH:15]=1)[CH3:13].[O-]P([O-])([O-])=O.[K+].[K+].[K+].O, predict the reaction product.